This data is from Cav3 T-type calcium channel HTS with 100,875 compounds. The task is: Binary Classification. Given a drug SMILES string, predict its activity (active/inactive) in a high-throughput screening assay against a specified biological target. (1) The compound is ClC(Cl)(Cl)C(NCC1OCCC1)NC(=O)c1c(cccc1)C. The result is 0 (inactive). (2) The molecule is O1CCN(C(CC(O)=O)C(OCCOc2ccccc2)=O)CC1. The result is 0 (inactive). (3) The compound is Brc1cc(C(=O)Nc2noc(c2)C)cnc1. The result is 0 (inactive).